Task: Predict which catalyst facilitates the given reaction.. Dataset: Catalyst prediction with 721,799 reactions and 888 catalyst types from USPTO (1) Reactant: [C:9](O[C:9]([O:11][C:12]([CH3:15])([CH3:14])[CH3:13])=[O:10])([O:11][C:12]([CH3:15])([CH3:14])[CH3:13])=[O:10].C(N(CC)CC)C.[CH2:23]([O:30][C@@H:31]([C@@H:33]1[NH:38][C:37](=[O:39])[CH2:36][O:35][CH2:34]1)[CH3:32])[C:24]1[CH:29]=[CH:28][CH:27]=[CH:26][CH:25]=1.N1C=CN=C1. Product: [C:12]([O:11][C:9]([N:38]1[C:37](=[O:39])[CH2:36][O:35][CH2:34][C@@H:33]1[C@H:31]([O:30][CH2:23][C:24]1[CH:29]=[CH:28][CH:27]=[CH:26][CH:25]=1)[CH3:32])=[O:10])([CH3:13])([CH3:14])[CH3:15]. The catalyst class is: 10. (2) Reactant: C(OC([NH:8][CH2:9][C@H:10]([N:12]1[C:16]([C:17](OCC)=[O:18])=[CH:15][C:14]([CH2:22][O:23][C:24]2[CH:29]=[CH:28][CH:27]=[CH:26][CH:25]=2)=[N:13]1)[CH3:11])=O)(C)(C)C.Cl.C([O-])(O)=O.[Na+]. Product: [CH3:11][C@H:10]1[N:12]2[N:13]=[C:14]([CH2:22][O:23][C:24]3[CH:29]=[CH:28][CH:27]=[CH:26][CH:25]=3)[CH:15]=[C:16]2[C:17](=[O:18])[NH:8][CH2:9]1. The catalyst class is: 258. (3) Reactant: [F:1][C:2]1[CH:7]=[CH:6][C:5]([C:8]2[O:12][N:11]=[C:10]([C:13]([N:15]3[CH2:20][C@H:19]([C:21]4[CH:26]=[CH:25][CH:24]=[CH:23][CH:22]=4)[NH:18][C:17](=[O:27])[C@@H:16]3[CH2:28][CH:29]([CH3:31])[CH3:30])=[O:14])[CH:9]=2)=[CH:4][CH:3]=1.[H-].[Na+].I[CH3:35]. Product: [F:1][C:2]1[CH:7]=[CH:6][C:5]([C:8]2[O:12][N:11]=[C:10]([C:13]([N:15]3[CH2:20][C@H:19]([C:21]4[CH:26]=[CH:25][CH:24]=[CH:23][CH:22]=4)[N:18]([CH3:35])[C:17](=[O:27])[C@@H:16]3[CH2:28][CH:29]([CH3:31])[CH3:30])=[O:14])[CH:9]=2)=[CH:4][CH:3]=1. The catalyst class is: 3.